Dataset: Experimentally validated miRNA-target interactions with 360,000+ pairs, plus equal number of negative samples. Task: Binary Classification. Given a miRNA mature sequence and a target amino acid sequence, predict their likelihood of interaction. (1) The miRNA is hsa-miR-6887-3p with sequence UCCCCUCCACUUUCCUCCUAG. The protein sequence of the target gene is MNQIEPGVQYNYVYDEDEYMIQEEEWDRDLLLDPAWEKQQRKTFTAWCNSHLRKAGTQIENIEEDFRNGLKLMLLLEVISGERLPKPDRGKMRFHKIANVNKALDYIASKGVKLVSIGAEEIVDGNVKMTLGMIWTIILRFAIQDISVEETSAKEGLLLWCQRKTAPYRNVNIQNFHTSWKDGLGLCALIHRHRPDLIDYSKLNKDDPIGNINLAMEIAEKHLDIPKMLDAEDIVNTPKPDERAIMTYVSCFYHAFAGAEQAETAANRICKVLAVNQENERLMEEYERLASELLEWIRRT.... Result: 1 (interaction). (2) The protein sequence of the target gene is MGAQDRPQCHFDIEINREPVGRIMFQLFSDICPKTCKNFLCLCSGEKGLGKTTGKKLCYKGSTFHRVVKNFMIQGGDFSEGNGKGGESIYGGYFKDENFILKHDRAFLLSMANRGKHTNGSQFFITTKPAPHLDGVHVVFGLVISGFEVIEQIENLKTDAASRPYADVRVIDCGVLATKLTKDVFEKKRKKPTCSEGSDSSSRSSSSSESSSESEVERETIRRRRHKRRPKVRHAKKRRKEMSSSEEPRRKRTVSPEGYSERSDVNEKRSVDSNTKREKPVVRPEEIPPVPENRFLLRRD.... Result: 0 (no interaction). The miRNA is hsa-miR-1288-3p with sequence UGGACUGCCCUGAUCUGGAGA.